This data is from Forward reaction prediction with 1.9M reactions from USPTO patents (1976-2016). The task is: Predict the product of the given reaction. (1) Given the reactants S(Cl)(Cl)=O.[N+:5]([C:8]1[CH:13]=[CH:12][CH:11]=[CH:10][C:9]=1[C:14]1[CH:18]=[CH:17][S:16][C:15]=1C(O)=O)([O-:7])=[O:6].C1[CH2:26][O:25]CC1.[N-:27]=[N+]=[N-].[Na+], predict the reaction product. The product is: [N+:5]([C:8]1[C:9]2[C:14]3[CH:18]=[CH:17][S:16][C:15]=3[NH:27][C:26](=[O:25])[C:10]=2[CH:11]=[CH:12][CH:13]=1)([O-:7])=[O:6]. (2) Given the reactants C[C:2](C)([O-:4])C.[K+].[CH3:7][N:8]1[C:16]2[C:11](=[CH:12][CH:13]=[CH:14][CH:15]=2)[CH:10]=[C:9]1[CH2:17][CH2:18][C:19]([O:21][CH3:22])=[O:20].C(OC)=O, predict the reaction product. The product is: [OH:4][CH:2]=[C:18]([CH2:17][C:9]1[N:8]([CH3:7])[C:16]2[C:11]([CH:10]=1)=[CH:12][CH:13]=[CH:14][CH:15]=2)[C:19]([O:21][CH3:22])=[O:20]. (3) Given the reactants [Br:1][C:2]([CH2:4][CH2:5][CH2:6][CH2:7][CH2:8][CH2:9][Si:10]([C:13]1[CH:18]=[CH:17][CH:16]=[CH:15][CH:14]=1)([CH3:12])[CH3:11])=[CH2:3].[OH-].[K+].[Br-].[Br-].C([N+](CC)(CC)CC[N+](CC1C=CC=CC=1)(CC)CC)C1C=CC=CC=1.[CH:49]([Br:52])(Br)[Br:50], predict the reaction product. The product is: [C:13]1([Si:10]([CH3:12])([CH3:11])[CH2:9][CH2:8][CH2:7][CH2:6][CH2:5][CH2:4][C:2]2([Br:1])[CH2:3][C:49]2([Br:52])[Br:50])[CH:18]=[CH:17][CH:16]=[CH:15][CH:14]=1. (4) The product is: [Cl:8][C:6]1[CH:7]=[C:2]([N:9]2[CH:13]=[CH:12][CH:11]=[N:10]2)[N:3]=[CH:4][N:5]=1. Given the reactants Cl[C:2]1[CH:7]=[C:6]([Cl:8])[N:5]=[CH:4][N:3]=1.[NH:9]1[CH:13]=[CH:12][CH:11]=[N:10]1.C(=O)([O-])[O-].[Cs+].[Cs+].O, predict the reaction product. (5) Given the reactants [F:1][C:2]1[C:3]([N:9]([CH3:11])[CH3:10])=[N:4][CH:5]=[C:6]([NH2:8])[CH:7]=1.[CH3:12][C:13]1([CH3:21])[O:20][C:18](=[O:19])[CH2:17][C:15](=[O:16])[O:14]1.[CH:22](OCC)(OCC)OCC, predict the reaction product. The product is: [CH3:10][N:9]([CH3:11])[C:3]1[N:4]=[CH:5][C:6]([NH:8][CH:22]=[C:17]2[C:18](=[O:19])[O:20][C:13]([CH3:21])([CH3:12])[O:14][C:15]2=[O:16])=[CH:7][C:2]=1[F:1]. (6) Given the reactants [NH:1]1[C:5]2=[CH:6][N:7]=[CH:8][CH:9]=[C:4]2[CH:3]=[C:2]1[C:10]([O:12][CH2:13][CH3:14])=[O:11].[Br-:15].[Br-].[Br-].[NH+]1C=CC=CC=1.[NH+]1C=CC=CC=1.[NH+]1C=CC=CC=1, predict the reaction product. The product is: [Br:15][C:3]1[C:4]2[C:5](=[CH:6][N:7]=[CH:8][CH:9]=2)[NH:1][C:2]=1[C:10]([O:12][CH2:13][CH3:14])=[O:11].